Dataset: Forward reaction prediction with 1.9M reactions from USPTO patents (1976-2016). Task: Predict the product of the given reaction. Given the reactants [Br:1][C:2]1[CH:7]=[CH:6][C:5]([O:8][CH3:9])=[C:4]([N+:10]([O-])=O)[C:3]=1[N+:13]([O-])=O, predict the reaction product. The product is: [Br:1][C:2]1[CH:7]=[CH:6][C:5]([O:8][CH3:9])=[C:4]([NH2:10])[C:3]=1[NH2:13].